From a dataset of Full USPTO retrosynthesis dataset with 1.9M reactions from patents (1976-2016). Predict the reactants needed to synthesize the given product. (1) The reactants are: [CH3:1][O:2][C:3]1[CH:43]=[C:42]([O:44][CH3:45])[CH:41]=[CH:40][C:4]=1[CH2:5][NH:6][C:7]1[C:8]2[CH:15]=[CH:14][N:13]([C@H:16]3[C@@H:20]4[O:21][C:22]([CH3:25])([CH3:24])[O:23][C@@H:19]4[C@@H:18]([CH2:26][N:27]([CH:37]([CH3:39])[CH3:38])[CH:28]4[CH2:31][CH:30]([CH2:32][CH2:33][C:34](O)=O)[CH2:29]4)[CH2:17]3)[C:9]=2[N:10]=[CH:11][N:12]=1.[C:46]([C:50]1[CH:51]=[C:52]([NH2:57])[C:53]([NH2:56])=[CH:54][CH:55]=1)([CH3:49])([CH3:48])[CH3:47].C(N(CC)C(C)C)(C)C. Given the product [C:46]([C:50]1[CH:55]=[CH:54][C:53]2[NH:56][C:34]([CH2:33][CH2:32][CH:30]3[CH2:31][CH:28]([N:27]([CH2:26][C@@H:18]4[C@H:19]5[O:23][C:22]([CH3:24])([CH3:25])[O:21][C@H:20]5[C@H:16]([N:13]5[C:9]6[N:10]=[CH:11][N:12]=[C:7]([NH:6][CH2:5][C:4]7[CH:40]=[CH:41][C:42]([O:44][CH3:45])=[CH:43][C:3]=7[O:2][CH3:1])[C:8]=6[CH:15]=[CH:14]5)[CH2:17]4)[CH:37]([CH3:38])[CH3:39])[CH2:29]3)=[N:57][C:52]=2[CH:51]=1)([CH3:49])([CH3:47])[CH3:48], predict the reactants needed to synthesize it. (2) Given the product [CH3:41][N:38]1[CH2:39][CH2:40][CH:35]([N:30]2[C:29](=[O:42])[C:28]3[CH:27]=[C:26]4[NH:43][C:23]([C:17]5[C:18](=[O:22])[NH:19][CH:20]=[CH:21][C:16]=5[NH:14][C@@H:12]([CH3:13])[CH2:11][C:3]5[C:2]([F:1])=[C:7]([F:8])[CH:6]=[C:5]([F:9])[C:4]=5[F:10])=[N:24][C:25]4=[CH:33][C:32]=3[C:31]2=[O:34])[CH2:36][CH2:37]1, predict the reactants needed to synthesize it. The reactants are: [F:1][C:2]1[C:7]([F:8])=[CH:6][C:5]([F:9])=[C:4]([F:10])[C:3]=1[CH2:11][C@@H:12]([NH2:14])[CH3:13].Cl[C:16]1[CH:21]=[CH:20][NH:19][C:18](=[O:22])[C:17]=1[C:23]1[NH:43][C:26]2=[CH:27][C:28]3[C:29](=[O:42])[N:30]([CH:35]4[CH2:40][CH2:39][N:38]([CH3:41])[CH2:37][CH2:36]4)[C:31](=[O:34])[C:32]=3[CH:33]=[C:25]2[N:24]=1. (3) Given the product [NH2:35][C@@H:32]1[CH2:33][CH2:34][C@H:29]([NH:28][C:17]2[N:16]=[C:15]([NH:11][C:10]3[CH:12]=[CH:13][C:7]([N:4]4[CH2:3][CH2:2][O:1][CH2:6][CH2:5]4)=[CH:8][CH:9]=3)[N:20]=[C:19]3[NH:21][N:22]=[C:23]([S:24]([CH3:27])(=[O:26])=[O:25])[C:18]=23)[CH2:30][CH2:31]1, predict the reactants needed to synthesize it. The reactants are: [O:1]1[CH2:6][CH2:5][N:4]([C:7]2[CH:13]=[CH:12][C:10]([NH2:11])=[CH:9][CH:8]=2)[CH2:3][CH2:2]1.Cl[C:15]1[N:20]=[C:19]2[NH:21][N:22]=[C:23]([S:24]([CH3:27])(=[O:26])=[O:25])[C:18]2=[C:17]([NH:28][C@@H:29]2[CH2:34][CH2:33][C@H:32]([NH:35]C(=O)OC(C)(C)C)[CH2:31][CH2:30]2)[N:16]=1.